This data is from Full USPTO retrosynthesis dataset with 1.9M reactions from patents (1976-2016). The task is: Predict the reactants needed to synthesize the given product. (1) Given the product [Cl:1][C:2]1[N:7]=[C:6]2[N:8]([CH3:18])[N:9]=[C:10]([I:11])[C:5]2=[C:4]([C:12]([F:15])([F:14])[F:13])[CH:3]=1, predict the reactants needed to synthesize it. The reactants are: [Cl:1][C:2]1[N:7]=[C:6]2[NH:8][N:9]=[C:10]([I:11])[C:5]2=[C:4]([C:12]([F:15])([F:14])[F:13])[CH:3]=1.CI.[C:18](=O)([O-])[O-].[Cs+].[Cs+].O. (2) Given the product [C:25]([O:29][C:30]([N:32]1[CH2:37][CH2:36][CH:35]([C:38]([N:14]2[CH2:13][C@@H:12]([N:10]([C:9]([O:8][C:5]3[CH:6]=[CH:7][C:2]([F:1])=[CH:3][CH:4]=3)=[O:24])[CH3:11])[C@H:16]([C:17]3[CH:22]=[CH:21][C:20]([Cl:23])=[CH:19][CH:18]=3)[CH2:15]2)=[O:39])[CH2:34][CH2:33]1)=[O:31])([CH3:28])([CH3:27])[CH3:26], predict the reactants needed to synthesize it. The reactants are: [F:1][C:2]1[CH:7]=[CH:6][C:5]([O:8][C:9](=[O:24])[N:10]([C@H:12]2[C@H:16]([C:17]3[CH:22]=[CH:21][C:20]([Cl:23])=[CH:19][CH:18]=3)[CH2:15][NH:14][CH2:13]2)[CH3:11])=[CH:4][CH:3]=1.[C:25]([O:29][C:30]([N:32]1[CH2:37][CH2:36][CH:35]([C:38](O)=[O:39])[CH2:34][CH2:33]1)=[O:31])([CH3:28])([CH3:27])[CH3:26]. (3) Given the product [OH:26][CH:24]([CH3:25])[CH2:23][NH:6][C@H:5]([C:4]([OH:3])=[O:10])[CH:7]([CH3:8])[CH3:9], predict the reactants needed to synthesize it. The reactants are: C([O:3][C:4](=[O:10])[C@H:5]([CH:7]([CH3:9])[CH3:8])[NH2:6])C.N[C@H](C(O)=O)C(C)C.S(Cl)(Cl)=O.[CH2:23]1[O:26][CH:24]1[CH3:25]. (4) Given the product [CH3:1][O:2][C:3]1[CH:8]=[C:7]([CH3:9])[C:6]([S:10]([N:13]([CH3:14])[CH2:15][C:16]2[O:20][CH:19]=[C:18]([C:21]([N:48]3[CH2:49][CH2:50][N:45]([CH2:44][CH2:43][C:40]4[CH:39]=[CH:38][N:37]=[CH:42][CH:41]=4)[CH2:46][CH2:47]3)=[O:22])[CH:17]=2)(=[O:11])=[O:12])=[C:5]([CH3:24])[CH:4]=1, predict the reactants needed to synthesize it. The reactants are: [CH3:1][O:2][C:3]1[CH:8]=[C:7]([CH3:9])[C:6]([S:10]([N:13]([CH2:15][C:16]2[O:20][CH:19]=[C:18]([C:21](O)=[O:22])[CH:17]=2)[CH3:14])(=[O:12])=[O:11])=[C:5]([CH3:24])[CH:4]=1.C1N=CN(C(N2C=NC=C2)=O)C=1.[N:37]1[CH:42]=[CH:41][C:40]([CH2:43][CH2:44][N:45]2[CH2:50][CH2:49][NH:48][CH2:47][CH2:46]2)=[CH:39][CH:38]=1. (5) Given the product [CH3:19][N:20]([CH3:29])[C:21]1[N:22]=[CH:23][C:24]([C:27]2[O:28][C:32]3[CH:33]=[C:34]([C:35]([O:37][CH3:38])=[O:36])[CH:39]=[CH:40][C:31]=3[N:30]=2)=[CH:25][N:26]=1, predict the reactants needed to synthesize it. The reactants are: COC1C=CC2N=C(C3C=CC(F)=NC=3)OC=2C=1.[CH3:19][N:20]([CH3:29])[C:21]1[N:26]=[CH:25][C:24]([CH:27]=[O:28])=[CH:23][N:22]=1.[NH2:30][C:31]1[CH:40]=[CH:39][C:34]([C:35]([O:37][CH3:38])=[O:36])=[CH:33][C:32]=1O.